Dataset: Merck oncology drug combination screen with 23,052 pairs across 39 cell lines. Task: Regression. Given two drug SMILES strings and cell line genomic features, predict the synergy score measuring deviation from expected non-interaction effect. (1) Drug 1: COC1=C2CC(C)CC(OC)C(O)C(C)C=C(C)C(OC(N)=O)C(OC)C=CC=C(C)C(=O)NC(=CC1=O)C2=O. Drug 2: CNC(=O)c1cc(Oc2ccc(NC(=O)Nc3ccc(Cl)c(C(F)(F)F)c3)cc2)ccn1. Cell line: A375. Synergy scores: synergy=5.26. (2) Drug 1: Cn1nnc2c(C(N)=O)ncn2c1=O. Drug 2: COC1CC2CCC(C)C(O)(O2)C(=O)C(=O)N2CCCCC2C(=O)OC(C(C)CC2CCC(OP(C)(C)=O)C(OC)C2)CC(=O)C(C)C=C(C)C(O)C(OC)C(=O)C(C)CC(C)C=CC=CC=C1C. Cell line: RKO. Synergy scores: synergy=31.4.